Predict the reactants needed to synthesize the given product. From a dataset of Full USPTO retrosynthesis dataset with 1.9M reactions from patents (1976-2016). Given the product [CH3:1][O:2][C:3](=[O:71])[C@@H:4]([NH:20][C:21]([CH:23]1[CH2:32][C:31]2[CH:30]=[C:29]3[O:33][CH2:34][C@H:35]([C:37]4[CH:38]=[CH:39][C:40]([O:43][CH2:44][C:45]5[CH:50]=[CH:49][C:48]([Cl:51])=[C:47]([Cl:52])[CH:46]=5)=[CH:41][CH:42]=4)[O:36][C:28]3=[CH:27][C:26]=2[CH2:25][N:24]1[S:53]([C:56]1[CH:61]=[CH:60][C:59]([C:62]2[N:63]=[C:64]([NH2:67])[S:65][CH:66]=2)=[CH:58][CH:57]=1)(=[O:55])=[O:54])=[O:22])[CH2:5][C:6]1[CH:7]=[CH:8][C:9]([C:12]2[CH:13]=[CH:14][C:15]([C:18]#[N:19])=[CH:16][CH:17]=2)=[CH:10][CH:11]=1, predict the reactants needed to synthesize it. The reactants are: [CH3:1][O:2][C:3](=[O:71])[C@@H:4]([NH:20][C:21]([CH:23]1[CH2:32][C:31]2[CH:30]=[C:29]3[O:33][CH2:34][C@H:35]([C:37]4[CH:42]=[CH:41][C:40]([O:43][CH2:44][C:45]5[CH:50]=[CH:49][C:48]([Cl:51])=[C:47]([Cl:52])[CH:46]=5)=[CH:39][CH:38]=4)[O:36][C:28]3=[CH:27][C:26]=2[CH2:25][N:24]1[S:53]([C:56]1[CH:61]=[CH:60][C:59]([C:62]2[N:63]=[C:64]([NH:67]C(=O)C)[S:65][CH:66]=2)=[CH:58][CH:57]=1)(=[O:55])=[O:54])=[O:22])[CH2:5][C:6]1[CH:11]=[CH:10][C:9]([C:12]2[CH:17]=[CH:16][C:15]([C:18]#[N:19])=[CH:14][CH:13]=2)=[CH:8][CH:7]=1.Cl.